Dataset: CYP2D6 inhibition data for predicting drug metabolism from PubChem BioAssay. Task: Regression/Classification. Given a drug SMILES string, predict its absorption, distribution, metabolism, or excretion properties. Task type varies by dataset: regression for continuous measurements (e.g., permeability, clearance, half-life) or binary classification for categorical outcomes (e.g., BBB penetration, CYP inhibition). Dataset: cyp2d6_veith. (1) The compound is Cc1ccc(C2C(C=Nc3c(C)n(C)n(-c4ccccc4)c3=O)=C(c3ccccc3)Oc3ccccc32)cc1. The result is 0 (non-inhibitor). (2) The molecule is O=c1c(-c2ccc(F)cc2)nc2cnc(N3CCNCC3)nc2n1-c1ccccc1. The result is 0 (non-inhibitor). (3) The molecule is CCCC[C@@H]1C[C@H]1C(NC(=O)c1ccco1)c1ccccc1C(F)(F)F. The result is 0 (non-inhibitor). (4) The molecule is CC(C)(C)n1nc2c(c1NC(=O)c1ccc(S(=O)(=O)N3CCCCC3)cc1)CS(=O)C2. The result is 0 (non-inhibitor).